Task: Predict the reactants needed to synthesize the given product.. Dataset: Retrosynthesis with 50K atom-mapped reactions and 10 reaction types from USPTO Given the product CCOP(=O)(Cc1ccccc1Br)OCC, predict the reactants needed to synthesize it. The reactants are: BrCc1ccccc1Br.CCOP(OCC)OCC.